From a dataset of Reaction yield outcomes from USPTO patents with 853,638 reactions. Predict the reaction yield, written as a fraction of the theoretical maximum amount of product (1.0 means a 100% yield; for example, 0.34 means a 34% yield). (1) The reactants are [CH3:1][CH:2]([NH2:4])[CH3:3].[Br:5][C:6]1[CH:14]=[CH:13][C:9]([C:10](O)=[O:11])=[CH:8][C:7]=1[F:15].C(Cl)Cl.F[P-](F)(F)(F)(F)F.N1(O[P+](N(C)C)(N(C)C)N(C)C)C2C=CC=CC=2N=N1.C(N(CC)C(C)C)(C)C.C([O-])(O)=O.[Na+]. No catalyst specified. The product is [Br:5][C:6]1[CH:14]=[CH:13][C:9]([C:10]([NH:4][CH:2]([CH3:3])[CH3:1])=[O:11])=[CH:8][C:7]=1[F:15]. The yield is 0.918. (2) The reactants are [Si:1]([O:8][CH2:9][CH2:10][CH2:11][CH2:12][N:13]1[C:21]2[CH:20]=[CH:19][N:18]=[CH:17][C:16]=2[CH:15]=[C:14]1[C:22](OCC)=[O:23])([C:4]([CH3:7])([CH3:6])[CH3:5])([CH3:3])[CH3:2].[H-].[H-].[H-].[H-].[Li+].[Al+3]. The catalyst is C1COCC1. The product is [Si:1]([O:8][CH2:9][CH2:10][CH2:11][CH2:12][N:13]1[C:21]2[CH:20]=[CH:19][N:18]=[CH:17][C:16]=2[CH:15]=[C:14]1[CH2:22][OH:23])([C:4]([CH3:7])([CH3:5])[CH3:6])([CH3:3])[CH3:2]. The yield is 0.930. (3) The reactants are [CH2:1]([O:3][C:4](=[O:24])[CH:5]([O:21][CH2:22][CH3:23])[CH2:6][C:7]1[C:16]2[C:11](=[CH:12][CH:13]=[CH:14][CH:15]=2)[C:10]([O:17]CC=C)=[CH:9][CH:8]=1)[CH3:2].C(O[C:28](=O)[CH:29](OCC)[CH2:30]C1C2C(=CC=CC=2)C(O)=CC=1)C.C(Br)C=C.C(=O)([O-])[O-].[K+].[K+]. The catalyst is CC(C)=O. The product is [CH2:1]([O:3][C:4](=[O:24])[CH:5]([O:21][CH2:22][CH3:23])[CH2:6][C:7]1[C:16]2[C:11](=[CH:12][CH:13]=[CH:14][CH:15]=2)[C:10]([OH:17])=[C:9]([CH2:30][CH:29]=[CH2:28])[CH:8]=1)[CH3:2]. The yield is 0.940. (4) The product is [CH2:8]([NH:9][C:10](=[O:12])[CH3:11])[CH2:7][C:1]1[CH:6]=[CH:5][CH:4]=[CH:3][CH:2]=1. The yield is 0.900. The catalyst is C(Cl)Cl. The reactants are [C:1]1([CH2:7][CH2:8][NH2:9])[CH:6]=[CH:5][CH:4]=[CH:3][CH:2]=1.[C:10](Cl)(=[O:12])[CH3:11].O. (5) The reactants are [CH2:1](/[N:5]=[CH:6]/[C:7]1[C:12](F)=[CH:11][CH:10]=[CH:9][C:8]=1[Cl:14])[CH2:2][CH2:3][CH3:4].[CH3:15][Mg]Cl. The catalyst is O1CCCC1.[Cl-].[Mn+2].[Cl-]. The product is [CH2:1](/[N:5]=[CH:6]/[C:7]1[C:12]([CH3:15])=[CH:11][CH:10]=[CH:9][C:8]=1[Cl:14])[CH2:2][CH2:3][CH3:4]. The yield is 1.00. (6) The reactants are Cl.[C:2]([C:4]1[CH:9]=[CH:8][C:7]([N:10]2[C:15](=[O:16])[CH:14]=[C:13]([O:17][CH:18]3[CH2:23][CH2:22][NH:21][CH2:20][CH2:19]3)[C:12]([C:24]#[N:25])=[N:11]2)=[CH:6][C:5]=1[F:26])#[N:3].[C:27](Cl)(=[O:32])[O:28][CH:29]([CH3:31])[CH3:30]. The catalyst is C(Cl)Cl. The product is [C:24]([C:12]1[C:13]([O:17][CH:18]2[CH2:19][CH2:20][N:21]([C:27]([O:28][CH:29]([CH3:31])[CH3:30])=[O:32])[CH2:22][CH2:23]2)=[CH:14][C:15](=[O:16])[N:10]([C:7]2[CH:8]=[CH:9][C:4]([C:2]#[N:3])=[C:5]([F:26])[CH:6]=2)[N:11]=1)#[N:25]. The yield is 0.430.